This data is from HIV replication inhibition screening data with 41,000+ compounds from the AIDS Antiviral Screen. The task is: Binary Classification. Given a drug SMILES string, predict its activity (active/inactive) in a high-throughput screening assay against a specified biological target. (1) The molecule is CCOC(=O)c1ccc(N(CCC(CN)=NNC(N)=O)C(C)=O)cc1. The result is 0 (inactive). (2) The compound is COc1cc(C=Cc2ccc(C=Cc3cc(OC)c(OC)c(OC)c3)cc2)cc(OC)c1OC. The result is 0 (inactive). (3) The molecule is O=c1oc2ccccc2c(O)c1C(c1ccc2c(c1)OCO2)c1c(O)c2ccccc2oc1=O. The result is 0 (inactive). (4) The drug is CC(=O)Nc1ccc(C=CC(=O)c2ccccc2)cc1. The result is 0 (inactive). (5) The molecule is C[N+](C)(C)C1(C(=O)[O-])CC1. The result is 0 (inactive). (6) The drug is O=C1C(=Cc2ccccc2[N+](=O)[O-])CCCc2ccccc21. The result is 0 (inactive). (7) The compound is COc1ccc(C(C#N)NNc2nc(C)cc(O)n2)cc1OC. The result is 0 (inactive).